From a dataset of Peptide-MHC class I binding affinity with 185,985 pairs from IEDB/IMGT. Regression. Given a peptide amino acid sequence and an MHC pseudo amino acid sequence, predict their binding affinity value. This is MHC class I binding data. (1) The peptide sequence is KLYCSYEVA. The MHC is HLA-A02:01 with pseudo-sequence HLA-A02:01. The binding affinity (normalized) is 0.432. (2) The peptide sequence is TEIQMSSGNL. The MHC is HLA-B40:01 with pseudo-sequence HLA-B40:01. The binding affinity (normalized) is 0.820. (3) The peptide sequence is LVRDITESL. The MHC is HLA-A69:01 with pseudo-sequence HLA-A69:01. The binding affinity (normalized) is 0.0847. (4) The binding affinity (normalized) is 0.0847. The peptide sequence is SPLHVFVAV. The MHC is HLA-B08:01 with pseudo-sequence HLA-B08:01. (5) The peptide sequence is LVQYIKFIF. The MHC is HLA-A32:01 with pseudo-sequence HLA-A32:01. The binding affinity (normalized) is 0.724. (6) The binding affinity (normalized) is 0.463. The peptide sequence is NAVYQCRKLR. The MHC is HLA-A68:01 with pseudo-sequence HLA-A68:01.